This data is from Forward reaction prediction with 1.9M reactions from USPTO patents (1976-2016). The task is: Predict the product of the given reaction. (1) Given the reactants BrC1C=C(C=CC=1)C(NC(C1N=NC(NC2C=C(OC)C(OC)=C(OC)C=2)=NC=1)C)=O.[NH2:32][CH:33]([C:35]1[N:40]=[N:39][C:38]([NH:41][C:42]2[CH:47]=[C:46]([O:48][CH3:49])[C:45]([O:50][CH3:51])=[C:44]([O:52][CH3:53])[CH:43]=2)=[N:37][CH:36]=1)[CH3:34].[N+:54]([C:57]1[NH:61][C:60]([C:62](O)=[O:63])=[CH:59][CH:58]=1)([O-:56])=[O:55].C(N(C(C)C)CC)(C)C.F[P-](F)(F)(F)(F)F.N1(OC(N(C)C)=[N+](C)C)C2N=CC=CC=2N=N1, predict the reaction product. The product is: [N+:54]([C:57]1[NH:61][C:60]([C:62]([NH:32][CH:33]([C:35]2[N:40]=[N:39][C:38]([NH:41][C:42]3[CH:43]=[C:44]([O:52][CH3:53])[C:45]([O:50][CH3:51])=[C:46]([O:48][CH3:49])[CH:47]=3)=[N:37][CH:36]=2)[CH3:34])=[O:63])=[CH:59][CH:58]=1)([O-:56])=[O:55]. (2) Given the reactants C([O:8][C:9]([C@H:11]1[CH2:15][CH2:14][CH2:13][C@@H:12]1[C:16]([N:18]1[CH2:23][CH2:22][N:21]([C:24]2[CH:29]=[CH:28][C:27]([NH:30][C:31]([C:33]3[N:34]=[C:35]([C:42]4[CH:47]=[CH:46][CH:45]=[CH:44][CH:43]=4)[O:36][C:37]=3[C:38]([F:41])([F:40])[F:39])=[O:32])=[C:26]([F:48])[CH:25]=2)[CH2:20][CH2:19]1)=[O:17])=[O:10])C1C=CC=CC=1, predict the reaction product. The product is: [F:48][C:26]1[CH:25]=[C:24]([N:21]2[CH2:22][CH2:23][N:18]([C:16]([C@H:12]3[CH2:13][CH2:14][CH2:15][C@@H:11]3[C:9]([OH:10])=[O:8])=[O:17])[CH2:19][CH2:20]2)[CH:29]=[CH:28][C:27]=1[NH:30][C:31]([C:33]1[N:34]=[C:35]([C:42]2[CH:43]=[CH:44][CH:45]=[CH:46][CH:47]=2)[O:36][C:37]=1[C:38]([F:40])([F:41])[F:39])=[O:32]. (3) Given the reactants [CH3:1][N:2]([CH3:18])[C:3]1[CH:8]=[C:7]([C:9]([N:11]2[CH2:16][CH2:15][CH2:14][C:13](=[O:17])[CH2:12]2)=[O:10])[CH:6]=[CH:5][N:4]=1.[Cl:19][C:20]1[CH:25]=[CH:24][C:23]([Mg]Br)=[C:22]([CH3:28])[CH:21]=1, predict the reaction product. The product is: [Cl:19][C:20]1[CH:25]=[CH:24][C:23]([C:13]2([OH:17])[CH2:14][CH2:15][CH2:16][N:11]([C:9]([C:7]3[CH:6]=[CH:5][N:4]=[C:3]([N:2]([CH3:18])[CH3:1])[CH:8]=3)=[O:10])[CH2:12]2)=[C:22]([CH3:28])[CH:21]=1. (4) Given the reactants [C:1]([O:5][C:6](=[O:19])[C@H:7]([CH2:16][CH2:17][OH:18])[NH:8]C(OC(C)(C)C)=O)([CH3:4])(C)C.C1(P(C2C=CC=CC=2)C2C=CC=CC=2)C=CC=CC=1.[F:39][C:40]1[CH:45]=[CH:44][C:43](O)=[CH:42][CH:41]=1.N(C(N(C)C)=O)=NC(N(C)C)=O.[ClH:59], predict the reaction product. The product is: [ClH:59].[CH2:1]([O:5][C:6](=[O:19])[C@H:7]([CH2:16][CH2:17][O:18][C:43]1[CH:44]=[CH:45][C:40]([F:39])=[CH:41][CH:42]=1)[NH2:8])[CH3:4]. (5) Given the reactants [Cl:1][C:2]1[CH:10]=[CH:9][C:8]([S:11]([CH3:14])(=[O:13])=[O:12])=[CH:7][C:3]=1[C:4]([OH:6])=[O:5].Cl[C:16]1C=CC(S(O)=O)=C[C:17]=1C(O)=O.ICCC, predict the reaction product. The product is: [Cl:1][C:2]1[CH:10]=[CH:9][C:8]([S:11]([CH2:14][CH2:16][CH3:17])(=[O:13])=[O:12])=[CH:7][C:3]=1[C:4]([OH:6])=[O:5]. (6) Given the reactants [C:1]([C:3]1[CH:4]=[C:5]([CH:22]([CH3:24])[CH3:23])[C:6]2[O:10][C:9]([C:11]3[CH:20]=[CH:19][C:14]([C:15]([O:17]C)=[O:16])=[CH:13][CH:12]=3)=[N:8][C:7]=2[CH:21]=1)#[N:2].[OH-].[Li+:26].O1CCCC1.CO, predict the reaction product. The product is: [C:1]([C:3]1[CH:4]=[C:5]([CH:22]([CH3:24])[CH3:23])[C:6]2[O:10][C:9]([C:11]3[CH:12]=[CH:13][C:14]([C:15]([O-:17])=[O:16])=[CH:19][CH:20]=3)=[N:8][C:7]=2[CH:21]=1)#[N:2].[Li+:26]. (7) Given the reactants [OH:1][C:2]1[C:3]2[C:10]3[CH2:11][CH:12]([C:15]([O:17][CH2:18][CH3:19])=[O:16])[CH2:13][CH2:14][C:9]=3[S:8][C:4]=2[N:5]=[CH:6][N:7]=1.C(C1C(=O)C(Cl)=C(Cl)C(=O)C=1C#N)#N, predict the reaction product. The product is: [OH:1][C:2]1[C:3]2[C:10]3[CH:11]=[C:12]([C:15]([O:17][CH2:18][CH3:19])=[O:16])[CH:13]=[CH:14][C:9]=3[S:8][C:4]=2[N:5]=[CH:6][N:7]=1.